From a dataset of Full USPTO retrosynthesis dataset with 1.9M reactions from patents (1976-2016). Predict the reactants needed to synthesize the given product. (1) Given the product [Br:1][C:2]1[C:3]([C:16]([F:19])([F:18])[F:17])=[CH:4][C:5]([NH2:13])=[C:6]([N:8]2[CH:12]=[CH:11][N:10]=[CH:9]2)[CH:7]=1, predict the reactants needed to synthesize it. The reactants are: [Br:1][C:2]1[C:3]([C:16]([F:19])([F:18])[F:17])=[CH:4][C:5]([N+:13]([O-])=O)=[C:6]([N:8]2[CH:12]=[CH:11][N:10]=[CH:9]2)[CH:7]=1.O.O.Cl[Sn]Cl. (2) Given the product [Cl:17][C:15]1[CH:14]=[CH:13][C:12]2[NH:8][C:9]([C@@H:18]([NH:24][C:25](=[O:40])[C:26]3[CH:31]=[CH:30][C:29]([C:32]([N:34]4[CH2:35][CH2:36][CH2:37][CH2:38]4)=[O:33])=[C:28]([CH3:39])[CH:27]=3)[CH2:19][CH2:20][C:21]([N:72]3[CH2:76][CH2:75][C@H:74]([OH:77])[CH2:73]3)=[O:22])=[N:10][C:11]=2[CH:16]=1, predict the reactants needed to synthesize it. The reactants are: C(OC([N:8]1[C:12]2[CH:13]=[CH:14][C:15]([Cl:17])=[CH:16][C:11]=2[N:10]=[C:9]1[C@@H:18]([NH:24][C:25](=[O:40])[C:26]1[CH:31]=[CH:30][C:29]([C:32]([N:34]2[CH2:38][CH2:37][CH2:36][CH2:35]2)=[O:33])=[C:28]([CH3:39])[CH:27]=1)[CH2:19][CH2:20][C:21](O)=[O:22])=O)(C)(C)C.CN(C(ON1N=NC2C=CC=CC1=2)=[N+](C)C)C.[B-](F)(F)(F)F.C(N(C(C)C)CC)(C)C.[NH:72]1[CH2:76][CH2:75][C@H:74]([OH:77])[CH2:73]1.FC(F)(F)C(O)=O.ClCl. (3) Given the product [C:1]([C:4]1[C:22](=[O:23])[C@@:8]2([CH3:24])[C:9]3[C:15]([OH:16])=[CH:14][C:13]([O:17][CH3:18])=[C:12]([C:19]([NH:21][CH2:37][C:30]4[C:31]5[C:36](=[CH:35][CH:34]=[CH:33][CH:32]=5)[C:27]([Br:26])=[CH:28][CH:29]=4)=[O:20])[C:10]=3[O:11][C:7]2=[CH:6][C:5]=1[OH:25])(=[O:3])[CH3:2], predict the reactants needed to synthesize it. The reactants are: [C:1]([C:4]1[C:22](=[O:23])[C@@:8]2([CH3:24])[C:9]3[C:15]([OH:16])=[CH:14][C:13]([O:17][CH3:18])=[C:12]([C:19]([NH2:21])=[O:20])[C:10]=3[O:11][C:7]2=[CH:6][C:5]=1[OH:25])(=[O:3])[CH3:2].[Br:26][C:27]1[C:36]2[C:31](=[CH:32][CH:33]=[CH:34][CH:35]=2)[C:30]([CH:37]=O)=[CH:29][CH:28]=1.C([SiH](CC)CC)C.FC(F)(F)C(O)=O. (4) Given the product [Cl:1][C:2]1[CH:3]=[CH:4][C:5]([S:8]([CH:11]([C:12]2[CH:13]=[CH:14][N:15]=[CH:16][CH:17]=2)[CH2:22][CH2:21][CH2:20][N:19]([CH3:24])[CH3:18])(=[O:9])=[O:10])=[CH:6][CH:7]=1, predict the reactants needed to synthesize it. The reactants are: [Cl:1][C:2]1[CH:7]=[CH:6][C:5]([S:8]([CH2:11][C:12]2[CH:17]=[CH:16][N:15]=[CH:14][CH:13]=2)(=[O:10])=[O:9])=[CH:4][CH:3]=1.[CH3:18][N:19]([CH3:24])[CH2:20][CH2:21][CH2:22]O.C(C=P(CCCC)(CCCC)CCCC)#N. (5) Given the product [CH2:4]([C:5]1[N:17]([CH3:16])[N:18]=[C:7]([C:8]([O:10][CH2:11][CH3:12])=[O:9])[CH:6]=1)[CH:3]([CH3:15])[CH3:2], predict the reactants needed to synthesize it. The reactants are: [Na].[CH3:2][CH:3]([CH3:15])[CH2:4][C:5](=O)[CH2:6][C:7](=O)[C:8]([O:10][CH2:11][CH3:12])=[O:9].[CH3:16][NH:17][NH2:18].C(=O)([O-])[O-].[Na+].[Na+].